Dataset: Forward reaction prediction with 1.9M reactions from USPTO patents (1976-2016). Task: Predict the product of the given reaction. (1) Given the reactants Cl.[CH3:2][C:3]1[C:7]2[N:8]=[C:9]([C:18]3[CH:19]=[N:20][C:21]([NH2:24])=[N:22][CH:23]=3)[N:10]=[C:11]([N:12]3[CH2:17][CH2:16][O:15][CH2:14][CH2:13]3)[C:6]=2[S:5][C:4]=1[CH2:25][N:26]1[CH2:31][CH2:30][NH:29][CH2:28][CH2:27]1.[CH3:32][S:33]([CH2:36][C:37](O)=[O:38])(=[O:35])=[O:34], predict the reaction product. The product is: [NH2:24][C:21]1[N:20]=[CH:19][C:18]([C:9]2[N:10]=[C:11]([N:12]3[CH2:13][CH2:14][O:15][CH2:16][CH2:17]3)[C:6]3[S:5][C:4]([CH2:25][N:26]4[CH2:31][CH2:30][N:29]([C:37](=[O:38])[CH2:36][S:33]([CH3:32])(=[O:35])=[O:34])[CH2:28][CH2:27]4)=[C:3]([CH3:2])[C:7]=3[N:8]=2)=[CH:23][N:22]=1. (2) Given the reactants [C:1]([C:3]1[CH:29]=[CH:28][C:6]2[NH:7][C:8]([CH:10]([C:16]3[C:24]([O:25][CH3:26])=[CH:23][C:22]([CH3:27])=[C:21]4[C:17]=3[CH:18]=[CH:19][NH:20]4)[CH2:11][C:12]([O:14]C)=[O:13])=[N:9][C:5]=2[CH:4]=1)#[N:2].[OH-].[Na+], predict the reaction product. The product is: [C:1]([C:3]1[CH:29]=[CH:28][C:6]2[NH:7][C:8]([CH:10]([C:16]3[C:24]([O:25][CH3:26])=[CH:23][C:22]([CH3:27])=[C:21]4[C:17]=3[CH:18]=[CH:19][NH:20]4)[CH2:11][C:12]([OH:14])=[O:13])=[N:9][C:5]=2[CH:4]=1)#[N:2]. (3) Given the reactants [Cl:1][C:2]1[CH:3]=[C:4]2[C:8](=[CH:9][CH:10]=1)[NH:7][C:6]([C:11]([OH:13])=O)=[CH:5]2.Cl.CN(C)CCCN=C=NCC.O.O[N:28]1[C:32]2C=[CH:34][CH:35]=[CH:36][C:31]=2[N:30]=N1.FC(F)(F)C(O)=O, predict the reaction product. The product is: [ClH:1].[NH2:28][C@@H:32]1[CH2:34][CH2:35][CH2:36][C@H:31]1[NH:30][C:11]([C:6]1[NH:7][C:8]2[C:4]([CH:5]=1)=[CH:3][C:2]([Cl:1])=[CH:10][CH:9]=2)=[O:13]. (4) Given the reactants [Br:1][C:2]1[CH:7]=[CH:6][C:5]([C:8]([C:10]2[CH:15]=[CH:14][C:13]([Br:16])=[CH:12][CH:11]=2)=[O:9])=[CH:4][CH:3]=1.[BH4-].[Na+], predict the reaction product. The product is: [Br:1][C:2]1[CH:7]=[CH:6][C:5]([CH:8]([C:10]2[CH:15]=[CH:14][C:13]([Br:16])=[CH:12][CH:11]=2)[OH:9])=[CH:4][CH:3]=1. (5) Given the reactants [CH2:1]([C@@H:8]1[NH:13][CH2:12][CH2:11][N:10]([C:14]2[CH:19]=[CH:18][C:17]([O:20][CH3:21])=[C:16]([O:22][CH:23]3[CH2:26][CH2:25][CH2:24]3)[CH:15]=2)[CH2:9]1)[C:2]1[CH:7]=[CH:6][CH:5]=[CH:4][CH:3]=1.C[O:28][C:29](=O)[CH2:30][C:31]1[NH:32][N:33]=[C:34]([C:36]([F:39])([F:38])[F:37])[N:35]=1, predict the reaction product. The product is: [CH2:1]([C@H:8]1[CH2:9][N:10]([C:14]2[CH:19]=[CH:18][C:17]([O:20][CH3:21])=[C:16]([O:22][CH:23]3[CH2:26][CH2:25][CH2:24]3)[CH:15]=2)[CH2:11][CH2:12][N:13]1[C:29](=[O:28])[CH2:30][C:31]1[NH:32][N:33]=[C:34]([C:36]([F:38])([F:39])[F:37])[N:35]=1)[C:2]1[CH:3]=[CH:4][CH:5]=[CH:6][CH:7]=1. (6) Given the reactants [F:1][C:2]1[CH:9]=[CH:8][C:5]([CH2:6]Br)=[CH:4][CH:3]=1.[CH2:10]([NH:12][C:13](=[O:15])[CH3:14])[CH3:11], predict the reaction product. The product is: [CH2:10]([N:12]([CH2:6][C:5]1[CH:8]=[CH:9][C:2]([F:1])=[CH:3][CH:4]=1)[C:13](=[O:15])[CH3:14])[CH3:11]. (7) Given the reactants [CH3:1][O:2][C:3](=[O:15])[C:4]1[CH:9]=[CH:8][C:7]([O:10]C(=O)C)=[CH:6][C:5]=1[OH:14].OS(C(F)(F)F)(=O)=O.[C:24](Cl)(=[O:26])[CH3:25].CCOC(C)=O, predict the reaction product. The product is: [CH3:1][O:2][C:3](=[O:15])[C:4]1[CH:9]=[C:8]([C:24](=[O:26])[CH3:25])[C:7]([OH:10])=[CH:6][C:5]=1[OH:14]. (8) Given the reactants [OH:1][C@H:2]([CH2:16][CH2:17][C:18]1[CH:23]=[CH:22][C:21](C2(C(F)(F)F)N=N2)=[CH:20][CH:19]=1)[C@H:3]([CH2:7][CH2:8][CH2:9][CH2:10][CH2:11][CH2:12][CH2:13][C:14]#[CH:15])[C:4]([OH:6])=[O:5].O[C@H](CCC1C=CC([C:59]2([C:62]([F:65])([F:64])[F:63])[N:61]=[N:60]2)=CC=1)[C@@H](CCCCCCCC#C[Si](C)(C)C)C(OC)=O.[OH-].[Na+].O, predict the reaction product. The product is: [OH:1][C@H:2]([CH2:16][CH2:17][C:18]1[CH:19]=[CH:20][C:21]([N:60]2[C:59]([C:62]([F:65])([F:64])[F:63])=[N:61]2)=[CH:22][CH:23]=1)[C@@H:3]([CH2:7][CH2:8][CH2:9][CH2:10][CH2:11][CH2:12][CH2:13][C:14]#[CH:15])[C:4]([OH:6])=[O:5].